This data is from Forward reaction prediction with 1.9M reactions from USPTO patents (1976-2016). The task is: Predict the product of the given reaction. (1) Given the reactants S(Cl)([Cl:3])=O.CN(C)C=O.[F:10][C:11]([F:27])([F:26])[C:12]1[CH:17]=[CH:16][C:15]([C:18]2[CH:19]=[C:20]([CH2:24]O)[CH:21]=[N:22][CH:23]=2)=[CH:14][CH:13]=1, predict the reaction product. The product is: [Cl:3][CH2:24][C:20]1[CH:21]=[N:22][CH:23]=[C:18]([C:15]2[CH:16]=[CH:17][C:12]([C:11]([F:27])([F:26])[F:10])=[CH:13][CH:14]=2)[CH:19]=1. (2) Given the reactants I[C:2]1[CH:6]=[CH:5][S:4][C:3]=1[C:7]1[CH:12]=[CH:11][N:10]=[C:9]([NH:13][CH2:14][CH2:15][N:16]2[C:20]([CH3:22])([CH3:21])[C:19](=[O:23])[NH:18][C:17]2=[O:24])[N:8]=1.[F-].[K+].C([Si](CC)(CC)[C:30]([F:33])([F:32])[F:31])C.CN(C=O)C, predict the reaction product. The product is: [CH3:21][C:20]1([CH3:22])[N:16]([CH2:15][CH2:14][NH:13][C:9]2[N:8]=[C:7]([C:3]3[S:4][CH:5]=[CH:6][C:2]=3[C:30]([F:33])([F:32])[F:31])[CH:12]=[CH:11][N:10]=2)[C:17](=[O:24])[NH:18][C:19]1=[O:23]. (3) Given the reactants [CH3:1][C:2]([C:13]1[CH:18]=[CH:17][C:16]([N:19]2[CH2:24][CH2:23][N:22]([CH3:25])[CH2:21][CH2:20]2)=[CH:15][CH:14]=1)(C(OCC)=O)[C:3]([O:5]CC)=[O:4], predict the reaction product. The product is: [CH3:25][N:22]1[CH2:21][CH2:20][N:19]([C:16]2[CH:15]=[CH:14][C:13]([CH:2]([CH3:1])[C:3]([OH:5])=[O:4])=[CH:18][CH:17]=2)[CH2:24][CH2:23]1. (4) Given the reactants BrN1[C:6](=O)[CH2:5][CH2:4][C:3]1=[O:8].CC(N=NC(C#N)(C)C)(C#N)C.[Cl:21][C:22]1[C:31]2[C:26](=CC=C(C)[CH:30]=2)[CH:25]=[CH:24][CH:23]=1.C1N2CN3CN(C2)CN1C3, predict the reaction product. The product is: [Cl:21][C:22]1[CH:23]=[CH:24][CH:25]=[C:26]2[C:31]=1[CH:30]=[C:4]([CH:3]=[O:8])[CH:5]=[CH:6]2. (5) Given the reactants Br[C:2]1[C:3]([Cl:11])=[CH:4][C:5]2[CH2:9][CH2:8][O:7][C:6]=2[CH:10]=1.FC1(F)OC2C=C(C)C([C:22]3[CH:23]=[CH:24][C:25]([NH:28]C(=O)C4C=CC=CC=4F)=[N:26][CH:27]=3)=CC=2O1.[O-]P([O-])([O-])=O.[K+].[K+].[K+], predict the reaction product. The product is: [Cl:11][C:3]1[C:2]([C:22]2[CH:23]=[CH:24][C:25]([NH2:28])=[N:26][CH:27]=2)=[CH:10][C:6]2[O:7][CH2:8][CH2:9][C:5]=2[CH:4]=1. (6) Given the reactants [I:1][C:2]1[CH:12]=[CH:11][CH:10]=[C:4]2[C:5]([O:7][C:8](=O)[C:3]=12)=[O:6].C[Si](C)(C)[NH:15][Si](C)(C)C.CO.O, predict the reaction product. The product is: [I:1][C:2]1[CH:12]=[CH:11][CH:10]=[C:4]2[C:5]([NH:15][C:8](=[O:7])[C:3]=12)=[O:6]. (7) Given the reactants C([O:8][C:9]1[CH:14]=[CH:13][C:12]([CH2:15][CH2:16][S:17][CH:18]([CH2:23][C:24]2[CH:29]=[CH:28][C:27]([CH2:30][CH2:31][O:32][C:33]3[CH:38]=[CH:37][C:36]([O:39][S:40]([CH3:43])(=[O:42])=[O:41])=[CH:35][CH:34]=3)=[CH:26][CH:25]=2)[C:19]([O:21][CH3:22])=[O:20])=[CH:11][CH:10]=1)C1C=CC=CC=1.ClCCl.CSC.B(F)(F)F.CCOCC, predict the reaction product. The product is: [OH:8][C:9]1[CH:14]=[CH:13][C:12]([CH2:15][CH2:16][S:17][CH:18]([CH2:23][C:24]2[CH:29]=[CH:28][C:27]([CH2:30][CH2:31][O:32][C:33]3[CH:34]=[CH:35][C:36]([O:39][S:40]([CH3:43])(=[O:42])=[O:41])=[CH:37][CH:38]=3)=[CH:26][CH:25]=2)[C:19]([O:21][CH3:22])=[O:20])=[CH:11][CH:10]=1.